Dataset: Forward reaction prediction with 1.9M reactions from USPTO patents (1976-2016). Task: Predict the product of the given reaction. (1) Given the reactants C([Mg]Cl)(C)C.CN(C)CCOCCN(C)C.I[C:18]1[CH:23]=[CH:22][C:21]([C:24]([N:26]2[CH2:31][CH2:30][O:29][CH2:28][CH2:27]2)=[O:25])=[CH:20][CH:19]=1.[B:32](OC)([O:35]C)[O:33]C, predict the reaction product. The product is: [N:26]1([C:24]([C:21]2[CH:22]=[CH:23][C:18]([B:32]([OH:35])[OH:33])=[CH:19][CH:20]=2)=[O:25])[CH2:31][CH2:30][O:29][CH2:28][CH2:27]1. (2) Given the reactants [CH:1]([CH:4]1[C:9](=[O:10])[C:8](=[CH:11][C:12]2[CH:17]=[CH:16][C:15]([N:18]=CC3C=CC(OCCC)=CC=3)=[CH:14][CH:13]=2)[CH:7]([CH3:30])[CH2:6][CH2:5]1)([CH3:3])[CH3:2].C[C@H]1CC(=O)[C@H](C(C)C)CC1.NC1C=CC(C=O)=CC=1.[OH-].[K+], predict the reaction product. The product is: [NH2:18][C:15]1[CH:14]=[CH:13][C:12]([CH:11]=[C:8]2[CH:7]([CH3:30])[CH2:6][CH2:5][CH:4]([CH:1]([CH3:2])[CH3:3])[C:9]2=[O:10])=[CH:17][CH:16]=1. (3) The product is: [OH:12][C:10]([CH3:13])([CH3:11])[CH2:9][O:8][C:5]1[N:6]=[CH:7][C:2]([C:29]2[CH:28]=[CH:27][C:26]([C@@H:24]([N:20]3[CH2:19][CH2:18][C@:17]([CH2:16][C:15]([OH:14])([CH3:47])[CH3:48])([C:41]4[CH:46]=[CH:45][CH:44]=[CH:43][CH:42]=4)[O:22][C:21]3=[O:23])[CH3:25])=[CH:31][CH:30]=2)=[CH:3][CH:4]=1. Given the reactants Br[C:2]1[CH:3]=[CH:4][C:5]([O:8][CH2:9][C:10]([CH3:13])([OH:12])[CH3:11])=[N:6][CH:7]=1.[OH:14][C:15]([CH3:48])([CH3:47])[CH2:16][C@@:17]1([C:41]2[CH:46]=[CH:45][CH:44]=[CH:43][CH:42]=2)[O:22][C:21](=[O:23])[N:20]([C@H:24]([C:26]2[CH:31]=[CH:30][C:29](B3OC(C)(C)C(C)(C)O3)=[CH:28][CH:27]=2)[CH3:25])[CH2:19][CH2:18]1.C([O-])(O)=O.[Na+], predict the reaction product.